This data is from Forward reaction prediction with 1.9M reactions from USPTO patents (1976-2016). The task is: Predict the product of the given reaction. Given the reactants [N:1]([C@@H:4]1[CH2:13][C:12]2[C:7](=[CH:8][CH:9]=[CH:10][CH:11]=2)[CH2:6][C@H:5]1[OH:14])=[N+:2]=[N-:3].[H-].[Na+].Br[CH2:18][C:19]([O:21][C:22]([CH3:25])([CH3:24])[CH3:23])=[O:20], predict the reaction product. The product is: [N:1]([C@@H:4]1[CH2:13][C:12]2[C:7](=[CH:8][CH:9]=[CH:10][CH:11]=2)[CH2:6][C@H:5]1[O:14][CH2:18][C:19]([O:21][C:22]([CH3:25])([CH3:24])[CH3:23])=[O:20])=[N+:2]=[N-:3].